This data is from Experimentally validated miRNA-target interactions with 360,000+ pairs, plus equal number of negative samples. The task is: Binary Classification. Given a miRNA mature sequence and a target amino acid sequence, predict their likelihood of interaction. (1) The protein sequence of the target gene is MAARGRRAWLSVLLGLVLGFVLASRLVLPRASELKRAGPRRRASPEGCRSGQAAASQAGGARGDARGAQLWPPGSDPDGGPRDRNFLFVGVMTAQKYLQTRAVAAYRTWSKTIPGKVQFFSSEGSDTSVPIPVVPLRGVDDSYPPQKKSFMMLKYMHDHYLDKYEWFMRADDDVYIKGDRLENFLRSLNSSEPLFLGQTGLGTTEEMGKLALEPGENFCMGGPGVIMSREVLRRMVPHIGKCLREMYTTHEDVEVGRCVRRFAGVQCVWSYEMQQLFYENYEQNKKGYIRDLHNSKIHQA.... The miRNA is hsa-miR-936 with sequence ACAGUAGAGGGAGGAAUCGCAG. Result: 0 (no interaction). (2) The miRNA is mmu-miR-466d-3p with sequence UAUACAUACACGCACACAUAG. The protein sequence of the target gene is MSETVPAASASAGVAAMEKLPTKKRGRKPAGLISASRKVPNLSVSKLITEALSVSQERVGMSLVALKKALAAAGYDVEKNNSRIKLSLKSLVNKGILVQTRGTGASGSFKLSKKVIPKSTRSKAKKSVSAKTKKLVLSRDSKSPKTAKTNKRAKKPRATTPKTVRSGRKAKGAKGKQQQKSPVKARASKSKLTQHHEVNVRKATSKK. Result: 0 (no interaction).